The task is: Predict the product of the given reaction.. This data is from Forward reaction prediction with 1.9M reactions from USPTO patents (1976-2016). (1) Given the reactants N([O-])=O.[Na+].[F:5][C:6]1[CH:7]=[CH:8][C:9]([O:13][CH3:14])=[C:10](N)[CH:11]=1.[CH:15]([CH:17]=[CH2:18])=[O:16].[O-2].[Ca+2].[ClH:21], predict the reaction product. The product is: [Cl:21][CH:17]([CH2:18][C:10]1[CH:11]=[C:6]([F:5])[CH:7]=[CH:8][C:9]=1[O:13][CH3:14])[CH:15]=[O:16]. (2) Given the reactants [S:1]1[C:5]2[CH:6]=[CH:7][CH:8]=[C:9]([CH2:10][CH2:11][O:12][CH2:13][CH2:14][CH2:15]O)[C:4]=2[CH:3]=[CH:2]1.S(Cl)([Cl:19])=O.CN(C)C=O, predict the reaction product. The product is: [Cl:19][CH2:15][CH2:14][CH2:13][O:12][CH2:11][CH2:10][C:9]1[C:4]2[CH:3]=[CH:2][S:1][C:5]=2[CH:6]=[CH:7][CH:8]=1.